From a dataset of Full USPTO retrosynthesis dataset with 1.9M reactions from patents (1976-2016). Predict the reactants needed to synthesize the given product. (1) Given the product [CH3:24][CH:17]([CH2:18][CH2:19][CH2:20][CH:21]([CH3:23])[CH3:22])[CH2:16][CH2:15][O:14][C:11]1[CH:12]=[CH:13][C:8]([C:5]2[C:4]([C:33]3[CH:34]=[CH:35][C:36]([O:39][CH2:40][CH2:41][CH2:42][CH2:43][CH2:44][CH2:45][CH2:46][CH3:47])=[C:37]([F:38])[C:32]=3[F:31])=[CH:3][CH:2]=[CH:7][CH:6]=2)=[CH:9][CH:10]=1, predict the reactants needed to synthesize it. The reactants are: Br[C:2]1[CH:7]=[CH:6][C:5]([C:8]2[CH:13]=[CH:12][C:11]([O:14][CH2:15][CH2:16][CH:17]([CH3:24])[CH2:18][CH2:19][CH2:20][CH:21]([CH3:23])[CH3:22])=[CH:10][CH:9]=2)=[CH:4][CH:3]=1.C(=O)([O-])[O-].[Na+].[Na+].[F:31][C:32]1[C:37]([F:38])=[C:36]([O:39][CH2:40][CH2:41][CH2:42][CH2:43][CH2:44][CH2:45][CH2:46][CH3:47])[CH:35]=[CH:34][C:33]=1B(O)O. (2) The reactants are: [CH3:1][O:2][C:3]1[CH:11]=[CH:10][C:9]([C:12]#[N:13])=[CH:8][C:4]=1[C:5]([OH:7])=O.Cl.[CH2:15]([O:17][CH2:18][CH2:19][N:20]1[C:24]2[CH:25]=[CH:26][CH:27]=[CH:28][C:23]=2[N:22]=[C:21]1[N:29]1[CH2:35][CH2:34][CH2:33][N:32]([CH2:36][CH2:37][C:38]2([C:43]3[CH:48]=[CH:47][CH:46]=[CH:45][CH:44]=3)[CH2:42][CH2:41][NH:40][CH2:39]2)[CH2:31][CH2:30]1)[CH3:16]. Given the product [CH3:1][O:2][C:3]1[CH:11]=[CH:10][C:9]([C:12]#[N:13])=[CH:8][C:4]=1[C:5]([N:40]1[CH2:41][CH2:42][C:38]([CH2:37][CH2:36][N:32]2[CH2:33][CH2:34][CH2:35][N:29]([C:21]3[N:20]([CH2:19][CH2:18][O:17][CH2:15][CH3:16])[C:24]4[CH:25]=[CH:26][CH:27]=[CH:28][C:23]=4[N:22]=3)[CH2:30][CH2:31]2)([C:43]2[CH:48]=[CH:47][CH:46]=[CH:45][CH:44]=2)[CH2:39]1)=[O:7], predict the reactants needed to synthesize it. (3) Given the product [N:19]1[CH:18]=[N:17][N:15]2[CH:16]=[C:11]([CH:7]([O:6][Si:5]([C:1]([CH3:4])([CH3:3])[CH3:2])([CH3:21])[CH3:20])[CH:8]([NH:10][C:23]([NH:22][C:25]3[CH:26]=[C:27]([CH3:31])[CH:28]=[CH:29][CH:30]=3)=[O:24])[CH3:9])[CH:12]=[CH:13][C:14]=12, predict the reactants needed to synthesize it. The reactants are: [C:1]([Si:5]([CH3:21])([CH3:20])[O:6][CH:7]([C:11]1[CH:12]=[CH:13][C:14]2[N:15]([N:17]=[CH:18][N:19]=2)[CH:16]=1)[CH:8]([NH2:10])[CH3:9])([CH3:4])([CH3:3])[CH3:2].[N:22]([C:25]1[CH:30]=[CH:29][CH:28]=[C:27]([CH3:31])[CH:26]=1)=[C:23]=[O:24].O1CCCC1.